Dataset: Full USPTO retrosynthesis dataset with 1.9M reactions from patents (1976-2016). Task: Predict the reactants needed to synthesize the given product. (1) The reactants are: [C:1]([C:3]1[CH:8]=[CH:7][CH:6]=[CH:5][C:4]=1[N:9]1[CH2:14][CH2:13][NH:12][CH2:11][CH2:10]1)#[N:2].[N:15]([Sn](CCCC)(CCCC)CCCC)=[N+:16]=[N-:17]. Given the product [NH:15]1[C:1]([C:3]2[CH:8]=[CH:7][CH:6]=[CH:5][C:4]=2[N:9]2[CH2:14][CH2:13][NH:12][CH2:11][CH2:10]2)=[N:2][N:17]=[N:16]1, predict the reactants needed to synthesize it. (2) Given the product [F:1][C:2]1[C:7]([F:8])=[CH:6][CH:5]=[CH:4][C:3]=1[CH2:9][C:10]1[O:12][N:26]=[C:20]([C:21]([O:23][CH2:24][CH3:25])=[O:22])[N:19]=1, predict the reactants needed to synthesize it. The reactants are: [F:1][C:2]1[C:7]([F:8])=[CH:6][CH:5]=[CH:4][C:3]=1[CH2:9][C:10]([OH:12])=O.C(Cl)(=O)C(Cl)=O.[NH2:19][C:20](=[N:26]O)[C:21]([O:23][CH2:24][CH3:25])=[O:22].C(N(CC)C(C)C)(C)C. (3) Given the product [N+:1]([C:4]1[CH:5]=[C:6]([CH:18]=[CH:19][CH:20]=1)[C:7]([NH:9][C:10]1([C:13]([OH:15])=[O:14])[CH2:12][CH2:11]1)=[O:8])([O-:3])=[O:2], predict the reactants needed to synthesize it. The reactants are: [N+:1]([C:4]1[CH:5]=[C:6]([CH:18]=[CH:19][CH:20]=1)[C:7]([NH:9][C:10]1([C:13]([O:15]CC)=[O:14])[CH2:12][CH2:11]1)=[O:8])([O-:3])=[O:2].[OH-].[Na+].Cl. (4) Given the product [F:1][C:2]1[CH:7]=[CH:6][C:5]([C:8]2[CH:9]=[CH:10][C:11]([CH2:14][N:15]([C:30]3[N:31]=[CH:32][C:33]4[C:38]([C:39]=3[CH3:40])=[CH:37][CH:36]=[CH:35][CH:34]=4)[S:16]([C:19]3[CH:29]=[CH:28][C:22]([C:23]([OH:25])=[O:24])=[CH:21][CH:20]=3)(=[O:18])=[O:17])=[CH:12][CH:13]=2)=[CH:4][CH:3]=1, predict the reactants needed to synthesize it. The reactants are: [F:1][C:2]1[CH:7]=[CH:6][C:5]([C:8]2[CH:13]=[CH:12][C:11]([CH2:14][N:15]([C:30]3[N:31]=[CH:32][C:33]4[C:38]([C:39]=3[CH3:40])=[CH:37][CH:36]=[CH:35][CH:34]=4)[S:16]([C:19]3[CH:29]=[CH:28][C:22]([C:23]([O:25]CC)=[O:24])=[CH:21][CH:20]=3)(=[O:18])=[O:17])=[CH:10][CH:9]=2)=[CH:4][CH:3]=1.[OH-].[Na+].Cl. (5) Given the product [NH2:29][C:28](=[NH:37])[CH2:27][C:24]1[CH:25]=[CH:26][C:21]([CH2:20][N:13]2[C:12](=[O:32])[C:11]3[C:15](=[CH:16][CH:17]=[CH:18][C:10]=3[NH:9][C:7]([C:5]3[S:6][C:2]([Cl:1])=[CH:3][CH:4]=3)=[O:8])[C:14]2=[O:19])=[CH:22][CH:23]=1, predict the reactants needed to synthesize it. The reactants are: [Cl:1][C:2]1[S:6][C:5]([C:7]([NH:9][C:10]2[CH:18]=[CH:17][CH:16]=[C:15]3[C:11]=2[C:12](=[O:32])[N:13]([CH2:20][C:21]2[CH:26]=[CH:25][C:24]([CH2:27][C:28](SC)=[NH:29])=[CH:23][CH:22]=2)[C:14]3=[O:19])=[O:8])=[CH:4][CH:3]=1.C([O-])(=O)C.[NH4+:37].[Cl-].[NH4+].